This data is from Peptide-MHC class I binding affinity with 185,985 pairs from IEDB/IMGT. The task is: Regression. Given a peptide amino acid sequence and an MHC pseudo amino acid sequence, predict their binding affinity value. This is MHC class I binding data. (1) The peptide sequence is LSTLNFNNLR. The MHC is HLA-A31:01 with pseudo-sequence HLA-A31:01. The binding affinity (normalized) is 0.667. (2) The peptide sequence is RVYKNYDPR. The MHC is HLA-B57:01 with pseudo-sequence HLA-B57:01. The binding affinity (normalized) is 0.0847. (3) The binding affinity (normalized) is 0. The peptide sequence is REVGDTSPDL. The MHC is HLA-B44:02 with pseudo-sequence HLA-B44:02. (4) The peptide sequence is EMSLADYLY. The MHC is HLA-A02:16 with pseudo-sequence HLA-A02:16. The binding affinity (normalized) is 0.0847. (5) The binding affinity (normalized) is 0.00787. The MHC is HLA-B57:01 with pseudo-sequence HLA-B57:01. The peptide sequence is GLYSSTVPV.